This data is from Forward reaction prediction with 1.9M reactions from USPTO patents (1976-2016). The task is: Predict the product of the given reaction. (1) Given the reactants [CH2:1]([N:5]1C[CH2:9][CH2:8][CH2:7][C:6]1=O)[CH:2]([CH3:4])[CH3:3].[CH3:12]S(O)(=O)=O.[C:17](=[O:20])([O-])[O-:18].[Na+].[Na+].[Br:23][C:24]1[CH:25]=[N:26][C:27](Cl)=[C:28]([CH:31]=1)[CH:29]=[O:30].Cl, predict the reaction product. The product is: [Br:23][C:24]1[CH:31]=[C:28]([CH:29]=[O:30])[C:27]([N:5]([CH2:1][CH:2]([CH3:4])[CH3:3])[CH2:6][CH2:7][CH2:8][CH2:9][C:17]([O:18][CH3:12])=[O:20])=[N:26][CH:25]=1. (2) Given the reactants [N+]([C:4]1[CH:9]=[CH:8][N:7]=[C:6]([NH:10][C:11]([CH:13]2[CH2:15][CH2:14]2)=[O:12])[CH:5]=1)([O-])=O.[OH:16][C:17]1[CH:18]=[C:19]2[C:24](=[CH:25][CH:26]=1)[N:23]=[CH:22][C:21]([C:27]([OH:29])=[O:28])=[CH:20]2.C(=O)([O-])[O-].[Cs+].[Cs+], predict the reaction product. The product is: [CH:13]1([C:11]([NH:10][C:6]2[CH:5]=[C:4]([O:16][C:17]3[CH:18]=[C:19]4[C:24](=[CH:25][CH:26]=3)[N:23]=[CH:22][C:21]([C:27]([OH:29])=[O:28])=[CH:20]4)[CH:9]=[CH:8][N:7]=2)=[O:12])[CH2:15][CH2:14]1. (3) Given the reactants [CH2:1]([NH:3][C:4]1[CH:9]=[CH:8][N:7]=[CH:6][C:5]=1[N+:10]([O-])=O)[CH3:2], predict the reaction product. The product is: [CH2:1]([NH:3][C:4]1[CH:9]=[CH:8][N:7]=[CH:6][C:5]=1[NH2:10])[CH3:2]. (4) Given the reactants [N+:1]([C:4]1[CH:13]=[C:12]2[C:7]([C:8]([NH:14][C:15](=[O:21])[O:16][C:17]([CH3:20])([CH3:19])[CH3:18])=[N:9][CH:10]=[N:11]2)=[CH:6][CH:5]=1)([O-])=O, predict the reaction product. The product is: [NH2:1][C:4]1[CH:13]=[C:12]2[C:7]([C:8]([NH:14][C:15](=[O:21])[O:16][C:17]([CH3:19])([CH3:18])[CH3:20])=[N:9][CH:10]=[N:11]2)=[CH:6][CH:5]=1. (5) Given the reactants [H-].[Na+].[Cl:3][C:4]1[CH:9]=[CH:8][C:7]([C@H:10]2[NH:15][C:14](=[O:16])[CH2:13][O:12][C@H:11]2[C:17]2[CH:22]=[CH:21][C:20]([Cl:23])=[CH:19][CH:18]=2)=[CH:6][CH:5]=1.ClC1C=CC([C@@H]2NC(=O)CO[C@@H]2C2C=CC(Cl)=CC=2)=CC=1.Br[CH:46]([CH2:52][CH2:53][CH3:54])[C:47]([O:49][CH2:50][CH3:51])=[O:48], predict the reaction product. The product is: [Cl:23][C:20]1[CH:21]=[CH:22][C:17]([C@H:11]2[C@@H:10]([C:7]3[CH:6]=[CH:5][C:4]([Cl:3])=[CH:9][CH:8]=3)[N:15]([C@H:46]([CH2:52][CH2:53][CH3:54])[C:47]([O:49][CH2:50][CH3:51])=[O:48])[C:14](=[O:16])[CH2:13][O:12]2)=[CH:18][CH:19]=1. (6) Given the reactants [OH:1][C:2]1[N:6]([C:7]([CH3:16])([CH3:15])[CH2:8][C:9]2[CH:14]=[CH:13][CH:12]=[CH:11][CH:10]=2)[N:5]=[C:4]([CH:17]([CH3:19])[CH3:18])[C:3]=1[C:20](=O)[CH3:21].Cl.[CH3:24][O:25][NH2:26].C([O-])(=O)C.[Na+].O, predict the reaction product. The product is: [CH3:24][O:25][N:26]=[C:20]([C:3]1[C:4]([CH:17]([CH3:19])[CH3:18])=[N:5][N:6]([C:7]([CH3:16])([CH3:15])[CH2:8][C:9]2[CH:10]=[CH:11][CH:12]=[CH:13][CH:14]=2)[C:2]=1[OH:1])[CH3:21]. (7) Given the reactants C(OC([NH:8][CH:9]1[CH:14]2[CH2:15][CH:11]([CH2:12][CH:13]2[C:16]([OH:18])=[O:17])[CH2:10]1)=O)(C)(C)C.FC(F)(F)C(O)=O, predict the reaction product. The product is: [NH2:8][CH:9]1[CH:14]2[CH2:15][CH:11]([CH2:12][CH:13]2[C:16]([OH:18])=[O:17])[CH2:10]1.